This data is from Peptide-MHC class II binding affinity with 134,281 pairs from IEDB. The task is: Regression. Given a peptide amino acid sequence and an MHC pseudo amino acid sequence, predict their binding affinity value. This is MHC class II binding data. The peptide sequence is NCNIAPLMVAYMLER. The MHC is DRB4_0101 with pseudo-sequence DRB4_0103. The binding affinity (normalized) is 0.393.